This data is from Reaction yield outcomes from USPTO patents with 853,638 reactions. The task is: Predict the reaction yield, written as a fraction of the theoretical maximum amount of product (1.0 means a 100% yield; for example, 0.34 means a 34% yield). The reactants are [F:1][C:2]1[CH:7]=[CH:6][C:5]([C:8]2[C:17]([N:18]([CH3:22])[CH:19]([CH3:21])[CH3:20])=[N:16][C:15]3[C:10](=[CH:11][C:12]([O:27][CH3:28])=[C:13]([C:23]([O:25]C)=[O:24])[CH:14]=3)[N:9]=2)=[CH:4][CH:3]=1.[OH-].[Na+]. The catalyst is CO.O. The product is [F:1][C:2]1[CH:7]=[CH:6][C:5]([C:8]2[C:17]([N:18]([CH3:22])[CH:19]([CH3:21])[CH3:20])=[N:16][C:15]3[C:10](=[CH:11][C:12]([O:27][CH3:28])=[C:13]([C:23]([OH:25])=[O:24])[CH:14]=3)[N:9]=2)=[CH:4][CH:3]=1. The yield is 0.880.